Dataset: Full USPTO retrosynthesis dataset with 1.9M reactions from patents (1976-2016). Task: Predict the reactants needed to synthesize the given product. (1) Given the product [CH3:30][C:21]1[C:20]([CH:2]2[O:12][CH2:11][CH:10]3[N:4]([CH2:5][CH2:6][NH:7][CH2:8][CH2:9]3)[CH2:3]2)=[CH:28][CH:27]=[C:26]2[C:22]=1[CH2:23][O:24][C:25]2=[O:29], predict the reactants needed to synthesize it. The reactants are: O[C:2]1([C:20]2[C:21]([CH3:30])=[C:22]3[C:26](=[CH:27][CH:28]=2)[C:25](=[O:29])[O:24][CH2:23]3)[O:12][CH2:11][CH:10]2[N:4]([CH2:5][CH2:6][N:7](C(OC(C)(C)C)=O)[CH2:8][CH2:9]2)[CH2:3]1.C([SiH](CC)CC)C.FC(F)(F)C(O)=O. (2) The reactants are: Br[C:2]1[CH:10]=[C:9]([C:11]([C:14]#[N:15])([CH3:13])[CH3:12])[CH:8]=[C:7]([F:16])[C:3]=1[C:4]([NH2:6])=[O:5].[CH2:17](O/C=C/B1OC(C)(C)C(C)(C)O1)[CH3:18].C([O-])([O-])=O.[K+].[K+].C1(P(C2CCCCC2)C2CCCCC2)CCCCC1. Given the product [F:16][C:7]1[CH:8]=[C:9]([C:11]([CH3:13])([CH3:12])[C:14]#[N:15])[CH:10]=[C:2]2[C:3]=1[C:4](=[O:5])[NH:6][CH:18]=[CH:17]2, predict the reactants needed to synthesize it. (3) Given the product [Br:1][C:2]1[C:3]([NH:11][C:20](=[O:21])[CH2:19][C:16]2[CH:17]=[CH:18][C:13]([F:12])=[CH:14][CH:15]=2)=[N:4][N:5]2[CH:10]=[CH:9][CH:8]=[N:7][C:6]=12, predict the reactants needed to synthesize it. The reactants are: [Br:1][C:2]1[C:3]([NH2:11])=[N:4][N:5]2[CH:10]=[CH:9][CH:8]=[N:7][C:6]=12.[F:12][C:13]1[CH:18]=[CH:17][C:16]([CH2:19][C:20](O)=[O:21])=[CH:15][CH:14]=1. (4) Given the product [C:19]([O:18][C:16]([NH:28][CH2:29][CH2:30][CH2:31][C@H:32]([OH:36])[C:33]([OH:35])=[O:34])=[O:17])([CH3:20])([CH3:21])[CH3:22], predict the reactants needed to synthesize it. The reactants are: C(N(CC)CC)C.[C:16](O[C:16]([O:18][C:19]([CH3:22])([CH3:21])[CH3:20])=[O:17])([O:18][C:19]([CH3:22])([CH3:21])[CH3:20])=[O:17].C(=O)([O-])O.[Na+].[NH2:28][CH2:29][CH2:30][CH2:31][C@H:32]([OH:36])[C:33]([OH:35])=[O:34]. (5) Given the product [Cl:16][C:17]1[CH:22]=[CH:21][CH:20]=[CH:19][C:18]=1[N:23]1[CH2:28][CH2:27][N:26]([CH2:2][CH2:3][CH2:4][CH2:5][O:6][C:7]2[C:8]3[N:9]([CH:13]=[CH:14][N:15]=3)[CH:10]=[CH:11][CH:12]=2)[CH2:25][CH2:24]1, predict the reactants needed to synthesize it. The reactants are: Br[CH2:2][CH2:3][CH2:4][CH2:5][O:6][C:7]1[C:8]2[N:9]([CH:13]=[CH:14][N:15]=2)[CH:10]=[CH:11][CH:12]=1.[Cl:16][C:17]1[CH:22]=[CH:21][CH:20]=[CH:19][C:18]=1[N:23]1[CH2:28][CH2:27][NH:26][CH2:25][CH2:24]1.